From a dataset of Forward reaction prediction with 1.9M reactions from USPTO patents (1976-2016). Predict the product of the given reaction. (1) Given the reactants [CH:1]([C:3]1[CH:24]=[CH:23][C:6]([O:7][CH2:8][C:9]2[N:10]=[C:11]([C:15]3[CH:16]=[C:17]([CH:20]=[CH:21][CH:22]=3)[C:18]#[N:19])[O:12][C:13]=2[CH3:14])=[C:5]([O:25][CH3:26])[CH:4]=1)=[O:2].C(O)C.[BH4-].[Na+].O, predict the reaction product. The product is: [OH:2][CH2:1][C:3]1[CH:24]=[CH:23][C:6]([O:7][CH2:8][C:9]2[N:10]=[C:11]([C:15]3[CH:16]=[C:17]([CH:20]=[CH:21][CH:22]=3)[C:18]#[N:19])[O:12][C:13]=2[CH3:14])=[C:5]([O:25][CH3:26])[CH:4]=1. (2) Given the reactants [N:1]([Sn](CCCC)(CCCC)CCCC)=[N+:2]=[N-:3].[NH2:17][C:18]1[C:19]2[C:26]([C:27]#[N:28])=[CH:25][N:24]([C@@H:29]3[O:35][C@H:34]([CH2:36][OH:37])[C@@H:32]([OH:33])[C@@:30]3([CH3:38])[OH:31])[C:20]=2[N:21]=[CH:22][N:23]=1.C1(C)C=CC=CC=1.CN(C=O)C, predict the reaction product. The product is: [CH3:38][C@@:30]1([OH:31])[C@H:32]([OH:33])[C@@H:34]([CH2:36][OH:37])[O:35][C@H:29]1[N:24]1[C:20]2[N:21]=[CH:22][N:23]=[C:18]([NH2:17])[C:19]=2[C:26]([C:27]2[NH:3][N:2]=[N:1][N:28]=2)=[CH:25]1. (3) Given the reactants Br[C:2]1[CH:7]=[CH:6][CH:5]=[C:4]([Br:8])[N:3]=1.[C:9]1(B(O)O)[CH:14]=[CH:13][CH:12]=[CH:11][CH:10]=1, predict the reaction product. The product is: [Br:8][C:4]1[CH:5]=[CH:6][CH:7]=[C:2]([C:9]2[CH:14]=[CH:13][CH:12]=[CH:11][CH:10]=2)[N:3]=1. (4) Given the reactants [Cl:1]C(OC(Cl)C)=O.C([N:21]1[CH2:24][CH:23]([C:25]2[O:26][C:27]3[CH:33]=[CH:32][CH:31]=[CH:30][C:28]=3[CH:29]=2)[CH2:22]1)(C1C=CC=CC=1)C1C=CC=CC=1.C(O)C, predict the reaction product. The product is: [ClH:1].[O:26]1[C:27]2[CH:33]=[CH:32][CH:31]=[CH:30][C:28]=2[CH:29]=[C:25]1[CH:23]1[CH2:22][NH:21][CH2:24]1. (5) Given the reactants C(OC(=O)[NH:7][C:8]1([C:32](=[O:45])[NH:33][C@H:34]([C:38]2[CH:43]=[CH:42][C:41]([Cl:44])=[CH:40][CH:39]=2)[CH2:35][CH2:36][OH:37])[CH2:13][CH2:12][N:11]([C:14]2[C:15]3[C:29]([O:30][CH3:31])=[CH:28][N:27]=[CH:26][C:16]=3[N:17]=[C:18]([C:20]3[CH:25]=[CH:24][N:23]=[CH:22][CH:21]=3)[N:19]=2)[CH2:10][CH2:9]1)(C)(C)C.FC(F)(F)C(O)=O, predict the reaction product. The product is: [Cl:44][C:41]1[CH:42]=[CH:43][C:38]([C@@H:34]([NH:33][C:32]([C:8]2([NH2:7])[CH2:13][CH2:12][N:11]([C:14]3[C:15]4[C:29]([O:30][CH3:31])=[CH:28][N:27]=[CH:26][C:16]=4[N:17]=[C:18]([C:20]4[CH:25]=[CH:24][N:23]=[CH:22][CH:21]=4)[N:19]=3)[CH2:10][CH2:9]2)=[O:45])[CH2:35][CH2:36][OH:37])=[CH:39][CH:40]=1. (6) Given the reactants [N+:1]([C:4]1[CH:9]=[CH:8][C:7]([C:10]2[CH:15]=[CH:14][C:13]([C:16]([OH:18])=O)=[CH:12][CH:11]=2)=[CH:6][CH:5]=1)([O-:3])=[O:2].C(Cl)(=O)C(Cl)=O.Cl.[NH2:26][C@H:27]([C:31]([O:33][CH3:34])=[O:32])[CH:28]([CH3:30])[CH3:29].C(N(CC)CC)C, predict the reaction product. The product is: [CH3:34][O:33][C:31](=[O:32])[C@H:27]([CH:28]([CH3:30])[CH3:29])[NH:26][C:16]([C:13]1[CH:12]=[CH:11][C:10]([C:7]2[CH:6]=[CH:5][C:4]([N+:1]([O-:3])=[O:2])=[CH:9][CH:8]=2)=[CH:15][CH:14]=1)=[O:18]. (7) Given the reactants [CH3:1][O:2][C:3]1[C:22]([N+:23]([O-])=O)=[CH:21][C:6]2[NH:7][C:8](=[O:20])[CH2:9][N:10]([C:14](=[O:19])[C:15]([F:18])([F:17])[F:16])[C:11]([CH3:13])([CH3:12])[C:5]=2[CH:4]=1, predict the reaction product. The product is: [NH2:23][C:22]1[C:3]([O:2][CH3:1])=[CH:4][C:5]2[C:11]([CH3:13])([CH3:12])[N:10]([C:14](=[O:19])[C:15]([F:18])([F:16])[F:17])[CH2:9][C:8](=[O:20])[NH:7][C:6]=2[CH:21]=1. (8) Given the reactants [CH:1]([N:4]=[C:5]=[O:6])([CH3:3])[CH3:2].[O:7]1[C:11]2[CH:12]=[CH:13][CH:14]=[CH:15][C:10]=2[N:9]=[C:8]1[N:16]1[CH2:21][CH2:20][CH2:19][CH2:18][C@H:17]1[C:22]([NH:24][CH2:25][CH2:26][N:27]1[C@H:32]([CH3:33])[CH2:31][NH:30][CH2:29][C@@H:28]1[CH3:34])=[O:23].C(=O)([O-])[O-].[K+].[K+], predict the reaction product. The product is: [NH3:4].[O:7]1[C:11]2[CH:12]=[CH:13][CH:14]=[CH:15][C:10]=2[N:9]=[C:8]1[N:16]1[CH2:21][CH2:20][CH2:19][CH2:18][C@H:17]1[C:22]([NH:24][CH2:25][CH2:26][N:27]1[C@@H:32]([CH3:33])[CH2:31][N:30]([C:5]([NH:4][CH:1]([CH3:3])[CH3:2])=[O:6])[CH2:29][C@H:28]1[CH3:34])=[O:23]. (9) The product is: [Cl:1][C:2]1[CH:7]=[C:6]([Cl:8])[CH:5]=[CH:4][C:3]=1[N:9]1[C:14]2=[N:15][C:16]3[C:17](=[C:18]([C:22]#[N:24])[CH:19]=[CH:20][CH:21]=3)[N:13]2[CH2:12][CH2:11][CH2:10]1. Given the reactants [Cl:1][C:2]1[CH:7]=[C:6]([Cl:8])[CH:5]=[CH:4][C:3]=1[N:9]1[C:14]2=[N:15][C:16]3[C:17](=[C:18]([C:22]([NH2:24])=O)[CH:19]=[CH:20][CH:21]=3)[N:13]2[CH2:12][CH2:11][CH2:10]1.S(Cl)(Cl)=O.C(=O)([O-])O.[Na+], predict the reaction product. (10) Given the reactants [C:1]([O:5][C:6](=[O:41])[NH:7][C:8]([C:10]1[S:11][C:12]([S:39][CH3:40])=[C:13]([S:15]([C:18]2[CH:19]=[C:20]([C:24]3[C:29]([CH3:30])=[CH:28][CH:27]=[CH:26][C:25]=3[NH:31][C:32]([NH:34][CH2:35][CH2:36][C:37]#[N:38])=[O:33])[CH:21]=[CH:22][CH:23]=2)(=[O:17])=[O:16])[CH:14]=1)=[NH:9])([CH3:4])([CH3:3])[CH3:2].C(OC(=O)NC(C1SC(SC)=C(S(C2C=C(C3C(C)=CC=CC=3N)C=CC=2)(=O)=O)C=1)=N)(C)(C)C.NCCC#N.[N:81]([Si](C)(C)C)=[N+:82]=[N-:83].C([Sn](=O)CCCC)CCC, predict the reaction product. The product is: [C:1]([O:5][C:6](=[O:41])[NH:7][C:8](=[NH:9])[C:10]1[S:11][C:12]([S:39][CH3:40])=[C:13]([S:15]([C:18]2[CH:19]=[C:20]([C:24]3[C:29]([CH3:30])=[CH:28][CH:27]=[CH:26][C:25]=3[NH:31][C:32]([NH:34][CH2:35][CH2:36][C:37]3[N:81]=[N:82][NH:83][N:38]=3)=[O:33])[CH:21]=[CH:22][CH:23]=2)(=[O:17])=[O:16])[CH:14]=1)([CH3:3])([CH3:4])[CH3:2].